From a dataset of Forward reaction prediction with 1.9M reactions from USPTO patents (1976-2016). Predict the product of the given reaction. (1) Given the reactants [Cl:1][C:2]1[CH:22]=[CH:21][CH:20]=[CH:19][C:3]=1[CH:4]([O:12][CH:13]1[CH2:18][CH2:17][NH:16][CH2:15][CH2:14]1)[C:5]1[CH:10]=[CH:9][C:8]([Cl:11])=[CH:7][CH:6]=1.C(=O)([O-])[O-].[C:27]([CH2:31][C:32](Cl)=[O:33])([CH3:30])([CH3:29])[CH3:28], predict the reaction product. The product is: [C:27]([CH2:31][C:32]([N:16]1[CH2:17][CH2:18][CH:13]([O:12][CH:4]([C:5]2[CH:6]=[CH:7][C:8]([Cl:11])=[CH:9][CH:10]=2)[C:3]2[CH:19]=[CH:20][CH:21]=[CH:22][C:2]=2[Cl:1])[CH2:14][CH2:15]1)=[O:33])([CH3:30])([CH3:29])[CH3:28]. (2) Given the reactants [O:1]1[CH:6]=[CH:5][CH2:4][CH2:3][CH:2]1[CH:7]=O.[CH3:9][NH2:10].[H][H], predict the reaction product. The product is: [O:1]1[CH:6]=[CH:5][CH2:4][CH2:3][CH:2]1[CH2:7][NH:10][CH3:9]. (3) Given the reactants FC(F)(F)S(O[C:7]1[C:12]([C:13](=[O:15])[CH3:14])=[CH:11][C:10]([Cl:16])=[C:9]([CH3:17])[C:8]=1[C:18]#[N:19])(=O)=O.[F:22][C:23]1[CH:24]=[C:25](B(O)O)[CH:26]=[C:27]([F:29])[CH:28]=1.[Na].C([O-])(O)=O.[Na+].N#N, predict the reaction product. The product is: [C:13]([C:12]1[CH:11]=[C:10]([Cl:16])[C:9]([CH3:17])=[C:8]([C:18]#[N:19])[C:7]=1[C:25]1[CH:24]=[C:23]([F:22])[CH:28]=[C:27]([F:29])[CH:26]=1)(=[O:15])[CH3:14]. (4) Given the reactants [H-].[Na+].[Cl:3][C:4]1[CH:29]=[CH:28][C:7]2[O:8][C:9]3[CH:27]=[CH:26][CH:25]=[CH:24][C:10]=3[C@@H:11]3[C@H:16]([NH:17][C:18](=[O:23])[C:19]([F:22])([F:21])[F:20])[CH2:15][CH2:14][CH2:13][N:12]3[C:6]=2[CH:5]=1.[CH3:30]I, predict the reaction product. The product is: [Cl:3][C:4]1[CH:29]=[CH:28][C:7]2[O:8][C:9]3[CH:27]=[CH:26][CH:25]=[CH:24][C:10]=3[C@@H:11]3[C@H:16]([N:17]([CH3:30])[C:18](=[O:23])[C:19]([F:22])([F:21])[F:20])[CH2:15][CH2:14][CH2:13][N:12]3[C:6]=2[CH:5]=1. (5) Given the reactants [Br:1][C:2]1[CH:3]=[C:4]2[C:9](=[CH:10][CH:11]=1)[O:8][CH:7]1[CH2:12][O:13][CH2:14][CH:15]=[C:6]1[C:5]2=[O:16], predict the reaction product. The product is: [Br:1][C:2]1[CH:3]=[C:4]2[C:9](=[CH:10][CH:11]=1)[O:8][C@@H:7]1[CH2:12][O:13][CH2:14][CH2:15][C@H:6]1[C:5]2=[O:16].